Dataset: Reaction yield outcomes from USPTO patents with 853,638 reactions. Task: Predict the reaction yield, written as a fraction of the theoretical maximum amount of product (1.0 means a 100% yield; for example, 0.34 means a 34% yield). (1) The reactants are [CH3:1][C:2]1[CH:3]=[C:4]([C:19]2[S:23][C:22]([C:24]3([C:34]([NH2:36])=[O:35])[CH2:33][CH2:32][C:27]4(OCC[O:28]4)[CH2:26][CH2:25]3)=[N:21][CH:20]=2)[CH:5]=[C:6]([NH:8][C:9]2[N:14]=[C:13]([C:15]([F:18])([F:17])[F:16])[CH:12]=[CH:11][N:10]=2)[CH:7]=1.Cl. The catalyst is C1COCC1.C([O-])(O)=O.[Na+]. The product is [CH3:1][C:2]1[CH:3]=[C:4]([C:19]2[S:23][C:22]([C:24]3([C:34]([NH2:36])=[O:35])[CH2:25][CH2:26][C:27](=[O:28])[CH2:32][CH2:33]3)=[N:21][CH:20]=2)[CH:5]=[C:6]([NH:8][C:9]2[N:14]=[C:13]([C:15]([F:16])([F:17])[F:18])[CH:12]=[CH:11][N:10]=2)[CH:7]=1. The yield is 0.746. (2) The reactants are [I:1][C:2]1[CH:3]=[C:4]([CH:8]=[CH:9][CH:10]=1)[C:5]([OH:7])=O.CCN=C=NCCCN(C)C.C(N(CC)CC)C.[NH2:29][CH:30]([CH2:32][OH:33])[CH3:31]. The catalyst is ClCCl. The product is [OH:33][CH2:32][CH:30]([NH:29][C:5](=[O:7])[C:4]1[CH:8]=[CH:9][CH:10]=[C:2]([I:1])[CH:3]=1)[CH3:31]. The yield is 0.340. (3) The reactants are [Cl:1][C:2]1[N:7]=[C:6](Cl)[C:5]([C:9]([O:11][CH3:12])=[O:10])=[C:4]([CH3:13])[N:3]=1.[CH3:14][N:15]1[CH:19]=[C:18](B2OC(C)(C)C(C)(C)O2)[CH:17]=[N:16]1.[F-].[K+]. The catalyst is O1CCOCC1.Cl[Pd](Cl)([P](C1C=CC=CC=1)(C1C=CC=CC=1)C1C=CC=CC=1)[P](C1C=CC=CC=1)(C1C=CC=CC=1)C1C=CC=CC=1. The product is [Cl:1][C:2]1[N:3]=[C:4]([CH3:13])[C:5]([C:9]([O:11][CH3:12])=[O:10])=[C:6]([C:18]2[CH:17]=[N:16][N:15]([CH3:14])[CH:19]=2)[N:7]=1. The yield is 0.250. (4) The reactants are Br[C:2]1[CH:16]=[CH:15][C:5]([CH2:6][NH:7][C:8](=[O:14])[O:9][C:10]([CH3:13])([CH3:12])[CH3:11])=[CH:4][CH:3]=1.CC1(C)C2C(=C(P(C3C=CC=CC=3)C3C=CC=CC=3)C=CC=2)OC2C(P(C3C=CC=CC=3)C3C=CC=CC=3)=CC=CC1=2.[SH:59][CH2:60][CH2:61][C:62]([O:64][CH3:65])=[O:63].[Br-]. The catalyst is C1C=CC(/C=C/C(/C=C/C2C=CC=CC=2)=O)=CC=1.C1C=CC(/C=C/C(/C=C/C2C=CC=CC=2)=O)=CC=1.C1C=CC(/C=C/C(/C=C/C2C=CC=CC=2)=O)=CC=1.[Pd].[Pd].C1(C)C=CC=CC=1. The product is [C:10]([O:9][C:8]([NH:7][CH2:6][C:5]1[CH:15]=[CH:16][C:2]([S:59][CH2:60][CH2:61][C:62]([O:64][CH3:65])=[O:63])=[CH:3][CH:4]=1)=[O:14])([CH3:13])([CH3:12])[CH3:11]. The yield is 0.940.